This data is from Reaction yield outcomes from USPTO patents with 853,638 reactions. The task is: Predict the reaction yield, written as a fraction of the theoretical maximum amount of product (1.0 means a 100% yield; for example, 0.34 means a 34% yield). The reactants are [CH2:1]([O:3][C:4]([C:6]1[N+:11]([O-])=[CH:10][C:9]2[CH2:13][CH2:14][CH2:15][C:8]=2[CH:7]=1)=[O:5])[CH3:2].O=P(Cl)(Cl)[Cl:18]. No catalyst specified. The product is [Cl:18][C:10]1[C:9]2[CH2:13][CH2:14][CH2:15][C:8]=2[CH:7]=[C:6]([C:4]([O:3][CH2:1][CH3:2])=[O:5])[N:11]=1. The yield is 0.790.